From a dataset of Full USPTO retrosynthesis dataset with 1.9M reactions from patents (1976-2016). Predict the reactants needed to synthesize the given product. The reactants are: Br[C:2]1[S:6][C:5]([S:7]([C:10]2[C:21]([O:22][CH3:23])=[CH:20][C:13]3[CH2:14][CH2:15][N:16]([CH3:19])[CH2:17][CH2:18][C:12]=3[CH:11]=2)(=[O:9])=[O:8])=[CH:4][CH:3]=1.[Cl:24][C:25]1[CH:30]=[CH:29][C:28]([OH:31])=[CH:27][CH:26]=1.C(=O)([O-])[O-].[K+].[K+]. Given the product [Cl:24][C:25]1[CH:30]=[CH:29][C:28]([O:31][C:2]2[S:6][C:5]([S:7]([C:10]3[C:21]([O:22][CH3:23])=[CH:20][C:13]4[CH2:14][CH2:15][N:16]([CH3:19])[CH2:17][CH2:18][C:12]=4[CH:11]=3)(=[O:9])=[O:8])=[CH:4][CH:3]=2)=[CH:27][CH:26]=1, predict the reactants needed to synthesize it.